This data is from Full USPTO retrosynthesis dataset with 1.9M reactions from patents (1976-2016). The task is: Predict the reactants needed to synthesize the given product. (1) Given the product [OH:1][C:2]1[CH:7]=[CH:6][C:5]([C:8]([C:10]2[CH:15]=[CH:14][C:13]([OH:16])=[CH:12][CH:11]=2)=[C:29]([C:26]2[CH:27]=[CH:28][C:23]([O:22][CH2:21][C:20]([O:19][CH2:17][CH3:18])=[O:34])=[CH:24][CH:25]=2)[CH2:30][CH2:31][CH3:32])=[CH:4][CH:3]=1, predict the reactants needed to synthesize it. The reactants are: [OH:1][C:2]1[CH:7]=[CH:6][C:5]([C:8]([C:10]2[CH:15]=[CH:14][C:13]([OH:16])=[CH:12][CH:11]=2)=O)=[CH:4][CH:3]=1.[CH2:17]([O:19][C:20](=[O:34])[CH2:21][O:22][C:23]1[CH:28]=[CH:27][C:26]([C:29](=O)[CH2:30][CH2:31][CH3:32])=[CH:25][CH:24]=1)[CH3:18]. (2) Given the product [CH3:3][O:4][C:5]1[CH:10]=[C:9]([CH2:11][O:12][CH3:13])[CH:8]=[C:7]([O:14][CH3:15])[C:6]=1[C:16]1[N:17]2[N:23]=[C:22]([O:24][CH3:25])[C:21]([C:26]([OH:28])=[O:27])=[C:18]2[S:19][CH:20]=1, predict the reactants needed to synthesize it. The reactants are: [OH-].[Na+].[CH3:3][O:4][C:5]1[CH:10]=[C:9]([CH2:11][O:12][CH3:13])[CH:8]=[C:7]([O:14][CH3:15])[C:6]=1[C:16]1[N:17]2[N:23]=[C:22]([O:24][CH3:25])[C:21]([C:26]([O:28]CC)=[O:27])=[C:18]2[S:19][CH:20]=1.Cl. (3) Given the product [Cl:15][C:4]1[N:3]=[C:2]([NH:23][C@H:24]([C:26]2[N:31]=[CH:30][C:29]([F:32])=[CH:28][N:27]=2)[CH3:25])[N:7]=[C:6]([NH:8][C:9]2[CH:13]=[C:12]([CH3:14])[NH:11][N:10]=2)[CH:5]=1, predict the reactants needed to synthesize it. The reactants are: Cl[C:2]1[N:7]=[C:6]([NH:8][C:9]2[CH:13]=[C:12]([CH3:14])[NH:11][N:10]=2)[CH:5]=[C:4]([Cl:15])[N:3]=1.ClC1C(NC2C=C(OC)NN=2)=NC([NH:23][C@H:24]([C:26]2[N:31]=[CH:30][C:29]([F:32])=[CH:28][N:27]=2)[CH3:25])=NC=1. (4) The reactants are: C[O-:2].[Na+].[C:4]1([P:10]([C:17]2[CH:22]=[CH:21][CH:20]=[CH:19][CH:18]=2)[C:11]2[CH:16]=[CH:15][CH:14]=[CH:13][CH:12]=2)[CH:9]=[CH:8][CH:7]=[CH:6][CH:5]=1. Given the product [C:17]1([P:10](=[O:2])([C:4]2[CH:5]=[CH:6][CH:7]=[CH:8][CH:9]=2)[C:11]2[CH:16]=[CH:15][CH:14]=[CH:13][CH:12]=2)[CH:18]=[CH:19][CH:20]=[CH:21][CH:22]=1, predict the reactants needed to synthesize it. (5) Given the product [C:3]([O:7][C:8]([N:10]1[CH2:11][C@@H:12]([CH3:1])[C@H:14]([OH:13])[CH2:15]1)=[O:9])([CH3:4])([CH3:5])[CH3:6], predict the reactants needed to synthesize it. The reactants are: [CH3:1][Li].[C:3]([O:7][C:8]([N:10]1[CH2:15][CH:14]2[CH:12]([O:13]2)[CH2:11]1)=[O:9])([CH3:6])([CH3:5])[CH3:4].